Dataset: Reaction yield outcomes from USPTO patents with 853,638 reactions. Task: Predict the reaction yield, written as a fraction of the theoretical maximum amount of product (1.0 means a 100% yield; for example, 0.34 means a 34% yield). (1) The reactants are CO[C:3]1[CH:13]=[CH:12][C:6]([O:7][CH2:8][C:9]([OH:11])=O)=[CH:5][CH:4]=1.[NH2:14][CH2:15][CH:16]([OH:28])[CH2:17][N:18]1[CH2:27][CH2:26][C:25]2[C:20](=[CH:21][CH:22]=[CH:23][CH:24]=2)[CH2:19]1.C1N(P(Cl)(N2C(=O)[O:40][CH2:39][CH2:38]2)=O)C(=O)OC1.CC[N:46](C(C)C)C(C)C. The catalyst is C(Cl)Cl. The product is [C:39]([NH:46][C:3]1[CH:4]=[CH:5][C:6]([O:7][CH2:8][C:9]([NH:14][CH2:15][CH:16]([OH:28])[CH2:17][N:18]2[CH2:27][CH2:26][C:25]3[C:20](=[CH:21][CH:22]=[CH:23][CH:24]=3)[CH2:19]2)=[O:11])=[CH:12][CH:13]=1)(=[O:40])[CH3:38]. The yield is 0.0380. (2) The reactants are O=[C:2]1[CH2:7][CH2:6][CH:5]([C@H:8]([NH:10][C:11]2[N:16]=[C:15]([C:17]3[C:25]4[C:20](=[N:21][CH:22]=[C:23]([C:26]([F:29])([F:28])[F:27])[CH:24]=4)[N:19]([S:30]([C:33]4[CH:39]=[CH:38][C:36]([CH3:37])=[CH:35][CH:34]=4)(=[O:32])=[O:31])[CH:18]=3)[C:14]([C:40]#[N:41])=[CH:13][N:12]=2)[CH3:9])[CH2:4][CH2:3]1.C([O-])(=O)C.[NH4+:46].C(O[BH-](OC(=O)C)OC(=O)C)(=O)C.[Na+]. The catalyst is CO.ClCCl. The product is [NH2:46][CH:2]1[CH2:7][CH2:6][CH:5]([C@H:8]([NH:10][C:11]2[N:16]=[C:15]([C:17]3[C:25]4[C:20](=[N:21][CH:22]=[C:23]([C:26]([F:29])([F:28])[F:27])[CH:24]=4)[N:19]([S:30]([C:33]4[CH:39]=[CH:38][C:36]([CH3:37])=[CH:35][CH:34]=4)(=[O:32])=[O:31])[CH:18]=3)[C:14]([C:40]#[N:41])=[CH:13][N:12]=2)[CH3:9])[CH2:4][CH2:3]1. The yield is 0.900. (3) The reactants are [CH3:1][O:2][C:3]1[CH:47]=[CH:46][C:6]([CH2:7][N:8]([CH2:37][C:38]2[CH:43]=[CH:42][C:41]([O:44][CH3:45])=[CH:40][CH:39]=2)[C:9]2[N:14]=[CH:13][C:12]([C:15]3[C:16]4[CH2:29][CH2:28][N:27]([C:30]([NH:32][CH2:33]C(O)=O)=[O:31])[C:17]=4[N:18]=[C:19]([N:21]4[CH2:26][CH2:25][O:24][CH2:23][CH2:22]4)[N:20]=3)=[CH:11][N:10]=2)=[CH:5][CH:4]=1.[Cl-].[NH4+].C([N:52]([CH:56](C)C)C(C)C)C.C1C=CC2N([OH:68])N=NC=2C=1. The catalyst is O.CN(C=O)C. The product is [C:56]([N:32]([CH3:33])[C:30]([N:27]1[C:17]2[N:18]=[C:19]([N:21]3[CH2:26][CH2:25][O:24][CH2:23][CH2:22]3)[N:20]=[C:15]([C:12]3[CH:11]=[N:10][C:9]([N:8]([CH2:37][C:38]4[CH:43]=[CH:42][C:41]([O:44][CH3:45])=[CH:40][CH:39]=4)[CH2:7][C:6]4[CH:5]=[CH:4][C:3]([O:2][CH3:1])=[CH:47][CH:46]=4)=[N:14][CH:13]=3)[C:16]=2[CH2:29][CH2:28]1)=[O:31])(=[O:68])[NH2:52]. The yield is 0.910.